From a dataset of Reaction yield outcomes from USPTO patents with 853,638 reactions. Predict the reaction yield, written as a fraction of the theoretical maximum amount of product (1.0 means a 100% yield; for example, 0.34 means a 34% yield). (1) The reactants are [CH3:1][O:2][C:3]([C@@H:5]1[CH2:9][C@@H:8](OS(C2C=CC(C)=CC=2)(=O)=O)[CH2:7][N:6]1[C:21]([O:23][C:24]([CH3:27])([CH3:26])[CH3:25])=[O:22])=[O:4].[N-:28]=[N+:29]=[N-:30].[Na+]. The catalyst is CN(C)C=O.C(OCC)(=O)C. The product is [CH3:1][O:2][C:3]([C@@H:5]1[CH2:9][C@H:8]([N:28]=[N+:29]=[N-:30])[CH2:7][N:6]1[C:21]([O:23][C:24]([CH3:27])([CH3:26])[CH3:25])=[O:22])=[O:4]. The yield is 0.800. (2) The reactants are [CH2:1]([C:5]1[CH:14]=[N:13][C:12]2[C:7](=[CH:8][CH:9]=[CH:10][CH:11]=2)[N:6]=1)[CH:2]([CH3:4])[CH3:3]. The catalyst is C1(C)C=CC=CC=1. The product is [CH2:1]([C@H:5]1[CH2:14][NH:13][C:12]2[C:7](=[CH:8][CH:9]=[CH:10][CH:11]=2)[NH:6]1)[CH:2]([CH3:4])[CH3:3]. The yield is 0.820. (3) The reactants are Cl[C:2]1[CH:3]=[C:4]([C:17]2[N:22]=[C:21]([CH3:23])[N:20]=[C:19]([N:24]([CH2:34][C:35]3[CH:40]=[CH:39][C:38]([O:41][CH3:42])=[CH:37][CH:36]=3)[CH2:25][C:26]3[CH:31]=[CH:30][C:29]([O:32][CH3:33])=[CH:28][CH:27]=3)[N:18]=2)[C:5]([NH:8][C:9]2[CH:10]=[N:11][C:12]([O:15][CH3:16])=[CH:13][CH:14]=2)=[N:6][CH:7]=1.C1(P(C2CCCCC2)C2C=CC=CC=2C2C(C(C)C)=CC(C(C)C)=CC=2C(C)C)CCCCC1.C([Sn](CCCC)(CCCC)[C:82]1[CH:87]=[CH:86][N:85]=[N:84][CH:83]=1)CCC. The catalyst is C1C=CC(/C=C/C(/C=C/C2C=CC=CC=2)=O)=CC=1.C1C=CC(/C=C/C(/C=C/C2C=CC=CC=2)=O)=CC=1.C1C=CC(/C=C/C(/C=C/C2C=CC=CC=2)=O)=CC=1.[Pd].[Pd]. The product is [CH3:33][O:32][C:29]1[CH:30]=[CH:31][C:26]([CH2:25][N:24]([CH2:34][C:35]2[CH:40]=[CH:39][C:38]([O:41][CH3:42])=[CH:37][CH:36]=2)[C:19]2[N:18]=[C:17]([C:4]3[C:5]([NH:8][C:9]4[CH:10]=[N:11][C:12]([O:15][CH3:16])=[CH:13][CH:14]=4)=[N:6][CH:7]=[C:2]([C:82]4[CH:87]=[CH:86][N:85]=[N:84][CH:83]=4)[CH:3]=3)[N:22]=[C:21]([CH3:23])[N:20]=2)=[CH:27][CH:28]=1. The yield is 0.770. (4) The yield is 0.670. The product is [CH2:22]([NH:29][C:8]1[C:9]([CH3:21])=[C:10]([CH3:20])[C:11]2[O:15][C:14]([CH3:17])([CH3:16])[C:13](=[O:18])[C:12]=2[CH:19]=1)[C:23]1[CH:28]=[CH:27][CH:26]=[CH:25][CH:24]=1. The reactants are CC(C)([O-])C.[Na+].Br[C:8]1[C:9]([CH3:21])=[C:10]([CH3:20])[C:11]2[O:15][C:14]([CH3:17])([CH3:16])[C:13](=[O:18])[C:12]=2[CH:19]=1.[CH2:22]([NH2:29])[C:23]1[CH:28]=[CH:27][CH:26]=[CH:25][CH:24]=1.C1C=CC(P(C2C(C3C(P(C4C=CC=CC=4)C4C=CC=CC=4)=CC=C4C=3C=CC=C4)=C3C(C=CC=C3)=CC=2)C2C=CC=CC=2)=CC=1. The catalyst is C([O-])(=O)C.[Pd+2].C([O-])(=O)C.C(OCC)(=O)C.O.C1(C)C=CC=CC=1.